Dataset: Forward reaction prediction with 1.9M reactions from USPTO patents (1976-2016). Task: Predict the product of the given reaction. (1) Given the reactants C1CC=CC=1.[C:6]([O:10][C:11]([CH3:14])([CH3:13])[CH3:12])(=[O:9])[CH:7]=[CH2:8].[C:15]1([CH3:22])[C:16](C)=CC=[CH:19][CH:20]=1, predict the reaction product. The product is: [CH:8]12[CH2:22][CH:15]([CH:20]=[CH:19]1)[CH2:16][CH:7]2[C:6]([O:10][C:11]([CH3:14])([CH3:13])[CH3:12])=[O:9]. (2) Given the reactants [NH:1]1[C:9]2[C:4](=[CH:5][CH:6]=[CH:7][CH:8]=2)[C:3]2([C:21]3[C:12](=[CH:13][C:14]4[O:19][CH2:18][CH2:17][O:16][C:15]=4[CH:20]=3)[O:11][CH2:10]2)[C:2]1=[O:22].N1C2C(=CC=CC=2)C2(C3=CC4OCOC=4C=C3OC2)C1=O.[F:44][C:45]([F:55])([F:54])[C:46]1[CH:47]=[C:48]([CH:51]=[CH:52][CH:53]=1)[CH2:49]Cl.COC1C=CC(CCl)=CC=1, predict the reaction product. The product is: [F:44][C:45]([F:54])([F:55])[C:46]1[CH:47]=[C:48]([CH:51]=[CH:52][CH:53]=1)[CH2:49][N:1]1[C:9]2[C:4](=[CH:5][CH:6]=[CH:7][CH:8]=2)[C:3]2([C:21]3[C:12](=[CH:13][C:14]4[O:19][CH2:18][CH2:17][O:16][C:15]=4[CH:20]=3)[O:11][CH2:10]2)[C:2]1=[O:22].